This data is from Full USPTO retrosynthesis dataset with 1.9M reactions from patents (1976-2016). The task is: Predict the reactants needed to synthesize the given product. Given the product [N:19]1[CH:20]=[CH:21][C:16]([CH2:15][C:14]2[CH:22]=[CH:23][C:11]([NH2:6])=[CH:12][C:13]=2[C:24]([F:25])([F:26])[F:27])=[CH:17][CH:18]=1, predict the reactants needed to synthesize it. The reactants are: C(O)C.CC1[N:6]([C:11]2[CH:23]=[CH:22][C:14]([CH2:15][C:16]3[CH:21]=[CH:20][N:19]=[CH:18][CH:17]=3)=[C:13]([C:24]([F:27])([F:26])[F:25])[CH:12]=2)C(C)=CC=1.Cl.NO.